Dataset: Catalyst prediction with 721,799 reactions and 888 catalyst types from USPTO. Task: Predict which catalyst facilitates the given reaction. (1) Reactant: Br[C:2]1[CH:7]=[CH:6][C:5]([C:8]([C:10]([C:12]2[CH:17]=[CH:16][C:15](Br)=[CH:14][CH:13]=2)=[O:11])=[O:9])=[CH:4][CH:3]=1.[CH2:19]([O:31][C:32]1[CH:37]=[CH:36][C:35]([CH:38]=[CH2:39])=[CH:34][C:33]=1[O:40][CH2:41][CH2:42][CH2:43][CH2:44][CH2:45][CH2:46][CH2:47][CH2:48][CH2:49][CH2:50][CH2:51][CH3:52])[CH2:20][CH2:21][CH2:22][CH2:23][CH2:24][CH2:25][CH2:26][CH2:27][CH2:28][CH2:29][CH3:30]. Product: [CH2:19]([O:31][C:32]1[CH:37]=[CH:36][C:35]([CH:38]=[CH2:39])=[CH:34][C:33]=1[O:40][CH2:41][CH2:42][CH2:43][CH2:44][CH2:45][CH2:46][CH2:47][CH2:48][CH2:49][CH2:50][CH2:51][CH3:52])[CH2:20][CH2:21][CH2:22][CH2:23][CH2:24][CH2:25][CH2:26][CH2:27][CH2:28][CH2:29][CH3:30].[CH2:41]([O:40][C:33]1[CH:34]=[C:35]([CH:38]=[CH:39][C:2]2[CH:7]=[CH:6][C:5]([C:8](=[O:9])[C:10]([C:12]3[CH:17]=[CH:16][C:15]([CH:39]=[CH:38][C:35]4[CH:36]=[CH:37][C:32]([O:31][CH2:19][CH2:20][CH2:21][CH2:22][CH2:23][CH2:24][CH2:25][CH2:26][CH2:27][CH2:28][CH2:29][CH3:30])=[C:33]([O:40][CH2:41][CH2:42][CH2:43][CH2:44][CH2:45][CH2:46][CH2:47][CH2:48][CH2:49][CH2:50][CH2:51][CH3:52])[CH:34]=4)=[CH:14][CH:13]=3)=[O:11])=[CH:4][CH:3]=2)[CH:36]=[CH:37][C:32]=1[O:31][CH2:19][CH2:20][CH2:21][CH2:22][CH2:23][CH2:24][CH2:25][CH2:26][CH2:27][CH2:28][CH2:29][CH3:30])[CH2:42][CH2:43][CH2:44][CH2:45][CH2:46][CH2:47][CH2:48][CH2:49][CH2:50][CH2:51][CH3:52]. The catalyst class is: 45. (2) Reactant: [CH2:1]([O:3][C:4]1[CH:25]=[CH:24][CH:23]=[CH:22][C:5]=1[O:6][C@@H:7]1[CH2:12][CH2:11][CH2:10][N:9]([C:13]2[N:18]=[CH:17][C:16]([C:19](O)=[O:20])=[CH:15][N:14]=2)[CH2:8]1)[CH3:2].CN(C(ON1N=NC2C=CC=NC1=2)=[N+](C)C)C.F[P-](F)(F)(F)(F)F.C(N(CC)C(C)C)(C)C.Cl.[NH2:60][CH2:61][C:62]1[CH:63]=[C:64]([CH:69]=[C:70]([O:72][CH3:73])[CH:71]=1)[C:65]([O:67][CH3:68])=[O:66]. Product: [CH2:1]([O:3][C:4]1[CH:25]=[CH:24][CH:23]=[CH:22][C:5]=1[O:6][C@@H:7]1[CH2:12][CH2:11][CH2:10][N:9]([C:13]2[N:18]=[CH:17][C:16]([C:19]([NH:60][CH2:61][C:62]3[CH:63]=[C:64]([CH:69]=[C:70]([O:72][CH3:73])[CH:71]=3)[C:65]([O:67][CH3:68])=[O:66])=[O:20])=[CH:15][N:14]=2)[CH2:8]1)[CH3:2]. The catalyst class is: 4.